This data is from TCR-epitope binding with 47,182 pairs between 192 epitopes and 23,139 TCRs. The task is: Binary Classification. Given a T-cell receptor sequence (or CDR3 region) and an epitope sequence, predict whether binding occurs between them. (1) The epitope is GTSGSPIIDK. The TCR CDR3 sequence is CASSPGQGNYGYTF. Result: 0 (the TCR does not bind to the epitope). (2) The epitope is YLNTLTLAV. The TCR CDR3 sequence is CASSFSPTGEQFF. Result: 1 (the TCR binds to the epitope). (3) The epitope is VLAWLYAAV. The TCR CDR3 sequence is CASELAGGNEQFF. Result: 0 (the TCR does not bind to the epitope). (4) The epitope is YFPLQSYGF. The TCR CDR3 sequence is CASSLPGGSTDTQYF. Result: 1 (the TCR binds to the epitope). (5) The epitope is FTISVTTEIL. Result: 0 (the TCR does not bind to the epitope). The TCR CDR3 sequence is CASSYGTVAEAFF. (6) The epitope is IVTDFSVIK. The TCR CDR3 sequence is CASSFEGGTQETQYF. Result: 0 (the TCR does not bind to the epitope).